This data is from Forward reaction prediction with 1.9M reactions from USPTO patents (1976-2016). The task is: Predict the product of the given reaction. (1) Given the reactants [H-].[Na+].[CH2:3]([OH:7])[C:4]#[C:5][CH3:6].Cl[C:9]1[CH:14]=[C:13]([N:15]([CH2:24][CH3:25])[C:16]2[CH:21]=[CH:20][CH:19]=[C:18]([F:22])[C:17]=2[F:23])[N:12]=[CH:11][N:10]=1.[Cl-].[NH4+], predict the reaction product. The product is: [CH2:3]([O:7][C:9]1[N:10]=[CH:11][N:12]=[C:13]([N:15]([CH2:24][CH3:25])[C:16]2[CH:21]=[CH:20][CH:19]=[C:18]([F:22])[C:17]=2[F:23])[CH:14]=1)[C:4]#[C:5][CH3:6]. (2) Given the reactants N[C:2]1[C:7]([N+:8]([O-:10])=[O:9])=[C:6]([CH3:11])[CH:5]=[CH:4][N:3]=1.S(=O)(=O)(O)[OH:13].N([O-])=O.[Na+], predict the reaction product. The product is: [CH3:11][C:6]1[CH:5]=[CH:4][NH:3][C:2](=[O:13])[C:7]=1[N+:8]([O-:10])=[O:9]. (3) Given the reactants Br[C:2]1[CH:7]=[CH:6][C:5]([C:8]2([C:11]3[N:15]4[CH2:16][CH2:17][S:18][C:19]([CH2:22][O:23][Si:24]([C:27]([CH3:30])([CH3:29])[CH3:28])([CH3:26])[CH3:25])([CH3:21])[CH2:20][C:14]4=[N:13][N:12]=3)[CH2:10][CH2:9]2)=[CH:4][CH:3]=1.[NH:31]1[CH:35]=[CH:34][C:33](B2OC(C)(C)C(C)(C)O2)=[N:32]1.C(=O)([O-])[O-].[K+].[K+], predict the reaction product. The product is: [Si:24]([O:23][CH2:22][C:19]1([CH3:21])[S:18][CH2:17][CH2:16][N:15]2[C:11]([C:8]3([C:5]4[CH:6]=[CH:7][C:2]([C:33]5[NH:32][N:31]=[CH:35][CH:34]=5)=[CH:3][CH:4]=4)[CH2:10][CH2:9]3)=[N:12][N:13]=[C:14]2[CH2:20]1)([C:27]([CH3:30])([CH3:29])[CH3:28])([CH3:26])[CH3:25]. (4) Given the reactants Cl[C:2]1[CH:7]=[C:6]([NH:8][C:9]2[S:10][C:11]([C:14]#[N:15])=[CH:12][N:13]=2)[N:5]=[C:4]([S:16][CH2:17][CH2:18][NH:19][C:20](=[O:26])[O:21][C:22]([CH3:25])([CH3:24])[CH3:23])[N:3]=1.[CH3:27][N:28]1[CH2:33][CH2:32][NH:31][CH2:30][CH2:29]1.C(N(C(C)C)CC)(C)C, predict the reaction product. The product is: [C:14]([C:11]1[S:10][C:9]([NH:8][C:6]2[CH:7]=[C:2]([N:31]3[CH2:32][CH2:33][N:28]([CH3:27])[CH2:29][CH2:30]3)[N:3]=[C:4]([S:16][CH2:17][CH2:18][NH:19][C:20](=[O:26])[O:21][C:22]([CH3:25])([CH3:24])[CH3:23])[N:5]=2)=[N:13][CH:12]=1)#[N:15]. (5) Given the reactants [CH2:1]([O:8][C:9](=[O:27])/[CH:10]=[C:11](/[NH:16][C:17]1[CH:22]=[CH:21][C:20]([CH2:23][CH2:24][OH:25])=[CH:19][C:18]=1I)\[C:12]([F:15])([F:14])[F:13])[C:2]1[CH:7]=[CH:6][CH:5]=[CH:4][CH:3]=1.C(N(CC)CC)C.C1(P(C2C=CC=CC=2)C2C=CC=CC=2)C=CC=CC=1, predict the reaction product. The product is: [CH2:1]([O:8][C:9]([C:10]1[C:22]2[C:17](=[CH:18][CH:19]=[C:20]([CH2:23][CH2:24][OH:25])[CH:21]=2)[NH:16][C:11]=1[C:12]([F:15])([F:14])[F:13])=[O:27])[C:2]1[CH:7]=[CH:6][CH:5]=[CH:4][CH:3]=1. (6) The product is: [Cl:1][C:2]1[CH:3]=[C:4](/[CH:5]=[CH:6]/[C:7]([N:24]2[CH2:25][CH2:26][N:21]([CH:20]([C:27]3[CH:28]=[CH:29][CH:30]=[CH:31][CH:32]=3)[C:14]3[CH:19]=[CH:18][CH:17]=[CH:16][CH:15]=3)[CH2:22][CH2:23]2)=[O:9])[CH:10]=[CH:11][C:12]=1[Cl:13]. Given the reactants [Cl:1][C:2]1[CH:3]=[C:4]([CH:10]=[CH:11][C:12]=1[Cl:13])[CH:5]=[CH:6][C:7]([OH:9])=O.[C:14]1([C:20]2([C:27]3[CH:32]=[CH:31][CH:30]=[CH:29][CH:28]=3)[CH2:25][NH:24][CH2:23][CH2:22][N:21]2[CH3:26])[CH:19]=[CH:18][CH:17]=[CH:16][CH:15]=1, predict the reaction product. (7) Given the reactants [CH3:1][N:2]1[CH:6]=[C:5]([C:7]2[CH:8]=[C:9]3[C:15]([CH2:16][C:17]([OH:19])=[O:18])=[CH:14][NH:13][C:10]3=[N:11][CH:12]=2)[CH:4]=[N:3]1.S(=O)(=O)(O)O.[CH3:25]O, predict the reaction product. The product is: [CH3:25][O:18][C:17](=[O:19])[CH2:16][C:15]1[C:9]2[C:10](=[N:11][CH:12]=[C:7]([C:5]3[CH:4]=[N:3][N:2]([CH3:1])[CH:6]=3)[CH:8]=2)[NH:13][CH:14]=1. (8) Given the reactants [CH3:1][O:2][C:3](=[O:22])[C:4]1[CH:9]=[CH:8][CH:7]=[CH:6][C:5]=1[NH:10][C:11](=[O:21])[C:12]1[CH:17]=[CH:16][CH:15]=[CH:14][C:13]=1[N+:18]([O-])=O, predict the reaction product. The product is: [CH3:1][O:2][C:3](=[O:22])[C:4]1[CH:9]=[CH:8][CH:7]=[CH:6][C:5]=1[NH:10][C:11](=[O:21])[C:12]1[CH:17]=[CH:16][CH:15]=[CH:14][C:13]=1[NH2:18].[NH2:10][C:5]1[CH:6]=[CH:7][CH:8]=[CH:9][C:4]=1[C:3]([OH:22])=[O:2]. (9) Given the reactants [F:1][C:2]1[C:7]([F:8])=[CH:6][CH:5]=[CH:4][C:3]=1[CH:9]1[C:13]([CH3:14])=[C:12]([OH:15])[C:11](=[O:16])[N:10]1[C:17]1[CH:32]=[CH:31][C:20]2[N:21](C(OC(C)(C)C)=O)[CH:22]=[N:23][C:19]=2[CH:18]=1.[F:33][C:34]([F:38])([F:37])[CH2:35]I, predict the reaction product. The product is: [F:33][C:34]([F:38])([F:37])[CH2:35][O:15][C:12]1[C:11](=[O:16])[N:10]([C:17]2[CH:32]=[CH:31][C:20]3[NH:21][CH:22]=[N:23][C:19]=3[CH:18]=2)[CH:9]([C:3]2[CH:4]=[CH:5][CH:6]=[C:7]([F:8])[C:2]=2[F:1])[C:13]=1[CH3:14].